Dataset: Full USPTO retrosynthesis dataset with 1.9M reactions from patents (1976-2016). Task: Predict the reactants needed to synthesize the given product. (1) Given the product [CH3:35][N:8]([CH3:6])[CH2:9][C@H:10]([C:25]1[CH:34]=[CH:33][C:32]2[C:27](=[CH:28][CH:29]=[CH:30][CH:31]=2)[CH:26]=1)[C@@H:11]([C:19]1[CH:24]=[CH:23][CH:22]=[CH:21][CH:20]=1)[O:12][CH2:13][CH2:14][OH:15], predict the reactants needed to synthesize it. The reactants are: C(O[C:6]([N:8]([CH3:35])[CH2:9][C@H:10]([C:25]1[CH:34]=[CH:33][C:32]2[C:27](=[CH:28][CH:29]=[CH:30][CH:31]=2)[CH:26]=1)[C@@H:11]([C:19]1[CH:24]=[CH:23][CH:22]=[CH:21][CH:20]=1)[O:12][CH2:13][C:14](OCC)=[O:15])=O)(C)(C)C.[H-].[H-].[H-].[H-].[Li+].[Al+3]. (2) Given the product [NH2:16][CH2:15][C@@H:9]([C:4]1[CH:5]=[CH:6][C:7]([Cl:8])=[C:2]([NH2:1])[CH:3]=1)[CH2:10][C:11]([OH:13])=[O:12], predict the reactants needed to synthesize it. The reactants are: [NH2:1][C:2]1[CH:3]=[C:4]([C@H:9]([CH2:15][NH:16]C(=O)C(F)(F)F)[CH2:10][C:11]([O:13]C)=[O:12])[CH:5]=[CH:6][C:7]=1[Cl:8]. (3) Given the product [CH3:25][S:26]([O:15][CH2:14][CH2:13][N:7]1[C:6]2[CH:16]=[C:2]([Br:1])[CH:3]=[C:4]([CH3:17])[C:5]=2[N:9]=[C:8]1[CH2:10][CH2:11][CH3:12])(=[O:28])=[O:27], predict the reactants needed to synthesize it. The reactants are: [Br:1][C:2]1[CH:3]=[C:4]([CH3:17])[C:5]2[N:9]=[C:8]([CH2:10][CH2:11][CH3:12])[N:7]([CH2:13][CH2:14][OH:15])[C:6]=2[CH:16]=1.CCN(CC)CC.[CH3:25][S:26](Cl)(=[O:28])=[O:27]. (4) Given the product [F:25][C:26]1[CH:27]=[CH:28][C:29]([CH2:30][O:31][CH2:32][C:33]([NH:35][CH2:36][CH2:37][CH:38]2[CH2:39][CH2:20][N:19]([C:12]([NH:1][C:2]3[CH:3]=[CH:4][CH:5]=[C:6]4[C:11]=3[N:10]=[CH:9][CH:8]=[CH:7]4)=[O:13])[CH2:23][CH2:22]2)=[O:34])=[CH:44][CH:45]=1, predict the reactants needed to synthesize it. The reactants are: [NH2:1][C:2]1[CH:3]=[CH:4][CH:5]=[C:6]2[C:11]=1[N:10]=[CH:9][CH:8]=[CH:7]2.[C:12]([N:19]1[CH:23]=[CH:22]N=[CH:20]1)(N1C=CN=C1)=[O:13].Cl.[F:25][C:26]1[CH:45]=[CH:44][C:29]([CH2:30][O:31][CH2:32][C:33]([NH:35][CH2:36][CH2:37][CH:38]2CCNC[CH2:39]2)=[O:34])=[CH:28][CH:27]=1.C(N(CC)CC)C. (5) Given the product [Cl:1][C:2]1[CH:7]=[CH:6][C:5]([S:8][CH2:10][C:11]2[NH:26][NH:25][C:13](=[O:15])[CH:12]=2)=[CH:4][CH:3]=1, predict the reactants needed to synthesize it. The reactants are: [Cl:1][C:2]1[CH:7]=[CH:6][C:5]([S:8]([CH2:10][C:11](=O)[CH2:12][C:13]([O:15]CC)=O)=O)=[CH:4][CH:3]=1.C(OO)(C)(C)C.[NH2:25][NH2:26].C(O)C.